From a dataset of Full USPTO retrosynthesis dataset with 1.9M reactions from patents (1976-2016). Predict the reactants needed to synthesize the given product. (1) The reactants are: [C:1]1([CH2:7][CH2:8][S:9]([N:12]2[CH2:17][CH2:16][CH:15]([CH2:18][NH2:19])[CH2:14][CH2:13]2)(=[O:11])=[O:10])[CH:6]=[CH:5][CH:4]=[CH:3][CH:2]=1.[Cl:20][C:21]1[N:26]=[C:25](Cl)[C:24]([CH3:28])=[CH:23][N:22]=1. Given the product [Cl:20][C:21]1[N:26]=[C:25]([NH:19][CH2:18][CH:15]2[CH2:14][CH2:13][N:12]([S:9]([CH2:8][CH2:7][C:1]3[CH:6]=[CH:5][CH:4]=[CH:3][CH:2]=3)(=[O:10])=[O:11])[CH2:17][CH2:16]2)[C:24]([CH3:28])=[CH:23][N:22]=1, predict the reactants needed to synthesize it. (2) Given the product [OH:25][C@@H:23]1[CH2:22][CH2:21][C@@:20]2([CH3:26])[CH:19]([CH2:18][C@@H:17]([OH:27])[C@@H:16]3[C@@H:15]2[CH2:14][CH2:13][C@@:12]2([CH3:28])[C@H:11]3[CH2:10][CH2:9][C@@H:8]2[C@H:2]([CH3:1])[CH2:3][CH2:4][C:5]([O:7][CH3:29])=[O:6])[CH2:24]1, predict the reactants needed to synthesize it. The reactants are: [CH3:1][C@@H:2]([C@@H:8]1[C@@:12]2([CH3:28])[CH2:13][CH2:14][C@@H:15]3[C@@:20]4([CH3:26])[CH2:21][CH2:22][C@@H:23]([OH:25])[CH2:24][C@H:19]4[CH2:18][C@@H:17]([OH:27])[C@H:16]3[C@@H:11]2[CH2:10][CH2:9]1)[CH2:3][CH2:4][C:5]([OH:7])=[O:6].[C:29](=O)(O)[O-].[Na+]. (3) Given the product [Cl:1][C:2]1[CH:27]=[CH:26][C:5]([O:6][C:7]2[CH:12]=[CH:11][CH:10]=[CH:9][C:8]=2[NH:13][S:14]([C:17]2[CH:25]=[CH:24][C:20]([C:21]([NH:38][CH2:37][CH2:36][N:33]3[CH2:32][CH2:31][N:30]([C:39]4[CH:44]=[N:43][CH:42]=[CH:41][N:40]=4)[CH2:35][CH2:34]3)=[O:23])=[CH:19][CH:18]=2)(=[O:16])=[O:15])=[C:4]([O:28][CH3:29])[CH:3]=1, predict the reactants needed to synthesize it. The reactants are: [Cl:1][C:2]1[CH:27]=[CH:26][C:5]([O:6][C:7]2[CH:12]=[CH:11][CH:10]=[CH:9][C:8]=2[NH:13][S:14]([C:17]2[CH:25]=[CH:24][C:20]([C:21]([OH:23])=O)=[CH:19][CH:18]=2)(=[O:16])=[O:15])=[C:4]([O:28][CH3:29])[CH:3]=1.[N:30]1([C:39]2[CH:44]=[N:43][CH:42]=[CH:41][N:40]=2)[CH2:35][CH2:34][N:33]([CH2:36][CH2:37][NH2:38])[CH2:32][CH2:31]1. (4) The reactants are: C[O:2][C:3]([C:5]1[N:6]=[CH:7][N:8]([C:10]2[CH:11]=[C:12]3[C:17](=[CH:18][C:19]=2[C:20]([F:23])([F:22])[F:21])[NH:16][C:15](=[O:24])[N:14]([NH:25][S:26]([CH3:29])(=[O:28])=[O:27])[C:13]3=[O:30])[CH:9]=1)=O.C([NH2:33])=O.C[O-].[Na+]. Given the product [CH3:29][S:26]([NH:25][N:14]1[C:13](=[O:30])[C:12]2[C:17](=[CH:18][C:19]([C:20]([F:22])([F:21])[F:23])=[C:10]([N:8]3[CH:9]=[C:5]([C:3]([NH2:33])=[O:2])[N:6]=[CH:7]3)[CH:11]=2)[NH:16][C:15]1=[O:24])(=[O:27])=[O:28], predict the reactants needed to synthesize it. (5) Given the product [Cl:1][C:2]1[CH:7]=[CH:6][CH:5]=[CH:4][C:3]=1[CH2:8][O:9][C:10]1[C:15]([O:16][CH2:17][C:18]2[CH:23]=[CH:22][CH:21]=[CH:20][C:19]=2[Cl:24])=[CH:14][CH:13]=[CH:12][C:11]=1[CH:25]([O:29][CH3:32])[C:26]([OH:28])=[O:27], predict the reactants needed to synthesize it. The reactants are: [Cl:1][C:2]1[CH:7]=[CH:6][CH:5]=[CH:4][C:3]=1[CH2:8][O:9][C:10]1[C:15]([O:16][CH2:17][C:18]2[CH:23]=[CH:22][CH:21]=[CH:20][C:19]=2[Cl:24])=[CH:14][CH:13]=[CH:12][C:11]=1[CH:25]([OH:29])[C:26]([OH:28])=[O:27].[H-].[Na+].[CH3:32]I.